Task: Predict the reactants needed to synthesize the given product.. Dataset: Full USPTO retrosynthesis dataset with 1.9M reactions from patents (1976-2016) (1) Given the product [O:18]1[CH2:19][CH2:20][CH2:21][O:16][CH:17]1[C:22]1[N:26]([CH3:27])[C:25]([C:9]2[S:10][C:3]3[C:4](=[N:5][CH:6]=[CH:7][C:2]=3[Cl:1])[CH:8]=2)=[N:24][CH:23]=1, predict the reactants needed to synthesize it. The reactants are: [Cl:1][C:2]1[CH:7]=[CH:6][N:5]=[C:4]2[CH:8]=[CH:9][S:10][C:3]=12.[Li]CCCC.[O:16]1[CH2:21][CH2:20][CH2:19][O:18][CH:17]1[C:22]1[N:26]([CH3:27])[C:25](I)=[N:24][CH:23]=1. (2) Given the product [CH:37]1([CH2:36][O:1][C:2]2[CH:3]=[CH:4][C:5]3[O:9][C:8]([N:10]4[CH2:15][CH2:14][CH:13]([O:16][CH2:17][C@@H:18]([NH:20][C:21](=[O:27])[O:22][C:23]([CH3:24])([CH3:26])[CH3:25])[CH3:19])[CH2:12][CH2:11]4)=[N:7][C:6]=3[CH:28]=2)[CH2:40][CH2:39][CH2:38]1, predict the reactants needed to synthesize it. The reactants are: [OH:1][C:2]1[CH:3]=[CH:4][C:5]2[O:9][C:8]([N:10]3[CH2:15][CH2:14][CH:13]([O:16][CH2:17][C@@H:18]([NH:20][C:21](=[O:27])[O:22][C:23]([CH3:26])([CH3:25])[CH3:24])[CH3:19])[CH2:12][CH2:11]3)=[N:7][C:6]=2[CH:28]=1.C(=O)([O-])[O-].[K+].[K+].Br[CH2:36][CH:37]1[CH2:40][CH2:39][CH2:38]1. (3) Given the product [Br:16][C:9]1[CH:10]=[CH:11][C:12]([O:14][CH3:15])=[CH:13][C:8]=1[C:6]([NH:5][C@H:4]([C:3]([OH:32])=[O:2])[CH2:17][C:18]1[CH:23]=[CH:22][C:21]([C:24]2[C:25](=[O:31])[N:26]([CH3:30])[CH:27]=[CH:28][CH:29]=2)=[CH:20][CH:19]=1)=[O:7], predict the reactants needed to synthesize it. The reactants are: C[O:2][C:3](=[O:32])[C@H:4]([CH2:17][C:18]1[CH:23]=[CH:22][C:21]([C:24]2[C:25](=[O:31])[N:26]([CH3:30])[CH:27]=[CH:28][CH:29]=2)=[CH:20][CH:19]=1)[NH:5][C:6]([C:8]1[CH:13]=[C:12]([O:14][CH3:15])[CH:11]=[CH:10][C:9]=1[Br:16])=[O:7].O.[OH-].[Li+].CO.C(O)(=O)C. (4) Given the product [NH2:1][C:2]1[N:3]=[C:4]([Cl:9])[N:5]=[C:6]([NH:13][CH2:10][CH2:11][CH3:12])[N:7]=1, predict the reactants needed to synthesize it. The reactants are: [NH2:1][C:2]1[N:7]=[C:6](Cl)[N:5]=[C:4]([Cl:9])[N:3]=1.[CH2:10]([NH2:13])[CH2:11][CH3:12].[OH-].[Na+]. (5) Given the product [F:1][C:2]1[CH:3]=[C:4]2[C:8](=[CH:9][C:10]=1[F:11])[CH2:7][CH:6]([NH2:13])[CH2:5]2, predict the reactants needed to synthesize it. The reactants are: [F:1][C:2]1[CH:3]=[C:4]2[C:8](=[CH:9][C:10]=1[F:11])[C:7](=O)[CH2:6][CH2:5]2.[N:13](OCCC(C)C)=O.Cl.O. (6) Given the product [CH:47]([NH:50][C:6](=[O:32])[NH:7][CH2:8][CH2:9][NH:10][C:11]([C:13]1[N:14]=[CH:15][C:16]2[C:17](=[O:31])[N:18]([CH2:24][C:25]3[CH:30]=[CH:29][CH:28]=[CH:27][CH:26]=3)[CH:19]=[CH:20][C:21]=2[C:22]=1[OH:23])=[O:12])([CH3:49])[CH3:48], predict the reactants needed to synthesize it. The reactants are: C(O[C:6](=[O:32])[NH:7][CH2:8][CH2:9][NH:10][C:11]([C:13]1[N:14]=[CH:15][C:16]2[C:17](=[O:31])[N:18]([CH2:24][C:25]3[CH:30]=[CH:29][CH:28]=[CH:27][CH:26]=3)[CH:19]=[CH:20][C:21]=2[C:22]=1[OH:23])=[O:12])(C)(C)C.FC(F)(F)C(O)=O.C(N(CC)CC)C.[CH:47]([N:50]=C=O)([CH3:49])[CH3:48].Cl.